Dataset: Forward reaction prediction with 1.9M reactions from USPTO patents (1976-2016). Task: Predict the product of the given reaction. (1) Given the reactants [CH:1]([C:4]1[CH:9]=[CH:8][CH:7]=[CH:6][C:5]=1[NH:10][C:11]1[C:12]([NH2:17])=[CH:13][CH:14]=[CH:15][CH:16]=1)([CH3:3])[CH3:2], predict the reaction product. The product is: [CH:1]([C:4]1[CH:9]=[CH:8][CH:7]=[CH:6][C:5]=1[N:10]1[C:11]2[CH:16]=[CH:15][CH:14]=[CH:13][C:12]=2[N:17]=[C:1]1[C:4]1[CH:9]=[CH:8][CH:7]=[CH:6][CH:5]=1)([CH3:3])[CH3:2]. (2) Given the reactants CC([CH:5]1[CH2:10][N:9]([CH2:11][CH2:12][S:13]([CH3:16])(=[O:15])=[O:14])[CH2:8][CH2:7][N:6]1C([O-])=O)(C)C.[ClH:20].CO, predict the reaction product. The product is: [ClH:20].[CH3:16][S:13]([CH2:12][CH2:11][N:9]1[CH2:8][CH2:7][NH:6][CH2:5][CH2:10]1)(=[O:14])=[O:15].[ClH:20]. (3) Given the reactants O=[C:2]([C:9]1[CH:14]=[CH:13][CH:12]=[CH:11][CH:10]=1)[CH2:3][C:4]([O:6][CH2:7][CH3:8])=[O:5].C(C1C(=O)C(Cl)=C(Cl)C(=O)C=1C#N)#N.ClC1C=CC=CN=1.ClC1N=C(C2C=CC=CC=2)C(C(OCC)=O)=CC=1.N[C:55]1[N:60]=[C:59]([NH:61][CH2:62][CH2:63][NH:64][C:65]2[CH:70]=[CH:69]C(C3NC=CN=3)=C(C3C=CC(Cl)=CC=3Cl)[N:66]=2)[CH:58]=[CH:57][C:56]=1[N+:84]([O-:86])=[O:85], predict the reaction product. The product is: [N+:84]([C:56]1[CH:57]=[CH:58][C:59]([NH:61][CH2:62][CH2:63][NH:64][C:65]2[N:66]=[C:2]([C:9]3[CH:14]=[CH:13][CH:12]=[CH:11][CH:10]=3)[C:3]([C:4]([O:6][CH2:7][CH3:8])=[O:5])=[CH:69][CH:70]=2)=[N:60][CH:55]=1)([O-:86])=[O:85]. (4) Given the reactants [Cl:1][C:2]1[C:28]([CH3:29])=[CH:27][C:5]2[N:6]=[C:7]3[C:12]([N:13]([CH2:14][CH2:15][CH2:16][CH2:17][CH2:18][CH2:19][C:20]([O:22]CC)=[O:21])[C:4]=2[CH:3]=1)=[N:11][C:10](=[O:25])[NH:9][C:8]3=[O:26].C1COCC1.[Li+].[OH-].C(O)(=O)C, predict the reaction product. The product is: [Cl:1][C:2]1[C:28]([CH3:29])=[CH:27][C:5]2[N:6]=[C:7]3[C:12]([N:13]([CH2:14][CH2:15][CH2:16][CH2:17][CH2:18][CH2:19][C:20]([OH:22])=[O:21])[C:4]=2[CH:3]=1)=[N:11][C:10](=[O:25])[NH:9][C:8]3=[O:26]. (5) Given the reactants [C:1]([O:5][C:6]([N:8]1[CH2:13][CH2:12][N:11]([C:14]2[C:23]3[C:18](=[CH:19][C:20]([Cl:24])=[CH:21][CH:22]=3)[NH:17][C:16](=O)[CH:15]=2)[CH2:10][CH2:9]1)=[O:7])([CH3:4])([CH3:3])[CH3:2].[H-].[Na+].[CH3:28][N:29]([CH3:33])[CH2:30][CH2:31][NH2:32], predict the reaction product. The product is: [C:1]([O:5][C:6]([N:8]1[CH2:13][CH2:12][N:11]([C:14]2[C:23]3[C:18](=[CH:19][C:20]([Cl:24])=[CH:21][CH:22]=3)[N:17]=[C:16]([NH:32][CH2:31][CH2:30][N:29]([CH3:33])[CH3:28])[CH:15]=2)[CH2:10][CH2:9]1)=[O:7])([CH3:4])([CH3:3])[CH3:2]. (6) Given the reactants [Cl:1][C:2]1[C:7]([CH:8]=O)=[C:6]([Cl:10])[N:5]=[C:4]([S:11][CH2:12][C:13]2[CH:18]=[CH:17][CH:16]=[C:15]([F:19])[C:14]=2[F:20])[N:3]=1.CC(O)=O.Cl.[NH2:26][OH:27], predict the reaction product. The product is: [Cl:1][C:2]1[C:7]([CH:8]=[N:26][OH:27])=[C:6]([Cl:10])[N:5]=[C:4]([S:11][CH2:12][C:13]2[CH:18]=[CH:17][CH:16]=[C:15]([F:19])[C:14]=2[F:20])[N:3]=1. (7) Given the reactants [O:1]1[CH2:5][CH2:4][CH:3]([CH2:6][CH:7]=[O:8])[CH2:2]1.[Br:9]C1(Br)C(=O)NC(=O)NC1=O.Br, predict the reaction product. The product is: [Br:9][CH:6]([CH:3]1[CH2:4][CH2:5][O:1][CH2:2]1)[CH:7]=[O:8]. (8) Given the reactants [NH2:1][C:2]1[CH:7]=[CH:6][CH:5]=[CH:4][C:3]=1[NH:8][C:9]1[N:14]=[CH:13][N:12]=[C:11]([N:15]([CH3:31])[C:16]([NH:18][C:19]2[C:24]([Cl:25])=[C:23]([O:26][CH3:27])[CH:22]=[C:21]([O:28][CH3:29])[C:20]=2[Cl:30])=[O:17])[CH:10]=1.C(N(CC)CC)C.[Cl:39]/[CH:40]=[CH:41]\[C:42](O)=[O:43].C(Cl)Cl.C(P1(=O)OP(=O)(CCC)OP(=O)(CCC)O1)CC, predict the reaction product. The product is: [Cl:39]/[CH:40]=[CH:41]\[C:42]([NH:1][C:2]1[CH:7]=[CH:6][CH:5]=[CH:4][C:3]=1[NH:8][C:9]1[CH:10]=[C:11]([N:15]([CH3:31])[C:16]([NH:18][C:19]2[C:20]([Cl:30])=[C:21]([O:28][CH3:29])[CH:22]=[C:23]([O:26][CH3:27])[C:24]=2[Cl:25])=[O:17])[N:12]=[CH:13][N:14]=1)=[O:43].